From a dataset of Forward reaction prediction with 1.9M reactions from USPTO patents (1976-2016). Predict the product of the given reaction. (1) Given the reactants [CH3:1][O:2][C:3]([C:5]1[C:6]([OH:24])=[C:7]2[C:12](=[CH:13][N:14]=1)[N:11]([CH2:15][C:16]1[CH:21]=[CH:20][CH:19]=[CH:18][CH:17]=1)[C:10](=[O:22])[C:9](Br)=[CH:8]2)=[O:4].[F:25][C:26]([F:38])([F:37])[O:27][C:28]1[CH:33]=[CH:32][C:31](B(O)O)=[CH:30][CH:29]=1.[O-]P([O-])([O-])=O.[K+].[K+].[K+].COC1C=CC=C(OC)C=1C1C=CC=CC=1P(C1CCCCC1)C1CCCCC1.Cl, predict the reaction product. The product is: [CH3:1][O:2][C:3]([C:5]1[C:6]([OH:24])=[C:7]2[C:12](=[CH:13][N:14]=1)[N:11]([CH2:15][C:16]1[CH:21]=[CH:20][CH:19]=[CH:18][CH:17]=1)[C:10](=[O:22])[C:9]([C:31]1[CH:30]=[CH:29][C:28]([O:27][C:26]([F:25])([F:37])[F:38])=[CH:33][CH:32]=1)=[CH:8]2)=[O:4]. (2) Given the reactants [OH2:1].NN.[C:4]1(NN)[CH:9]=[CH:8][CH:7]=[CH:6][CH:5]=1.[C:12]([OH:16])(=[O:15])[CH:13]=[CH2:14], predict the reaction product. The product is: [C:12]([OH:16])(=[O:15])[CH:13]=[CH2:14].[CH:8](=[O:15])[C:7]1[O:1][CH:4]=[CH:5][CH:6]=1.[CH:12]([CH:13]=[CH2:14])=[O:15].[CH:12](=[O:15])[C:4]1[CH:9]=[CH:8][CH:7]=[CH:6][CH:5]=1. (3) Given the reactants [CH3:1][S:2][CH2:3][CH2:4][CH:5]=O.[C:7]([NH2:10])(=[O:9])[CH3:8].[C]=[O:12].[H][H].[O:15]1[CH2:20]COCC1, predict the reaction product. The product is: [C:7]([NH:10][C@H:5]([C:20]([OH:15])=[O:12])[CH2:4][CH2:3][S:2][CH3:1])(=[O:9])[CH3:8].